Task: Predict the reactants needed to synthesize the given product.. Dataset: Full USPTO retrosynthesis dataset with 1.9M reactions from patents (1976-2016) (1) Given the product [CH3:21][C:20]1[C:2](=[O:1])[C:3]([C:4]([O:6][CH3:7])=[O:5])=[N:8][N:9]([C:10]2[CH:15]=[CH:14][CH:13]=[C:12]([C:16]([F:17])([F:18])[F:19])[CH:11]=2)[CH:22]=1, predict the reactants needed to synthesize it. The reactants are: [O:1]=[C:2]([CH2:20][CH3:21])[C:3](=[N:8][NH:9][C:10]1[CH:15]=[CH:14][CH:13]=[C:12]([C:16]([F:19])([F:18])[F:17])[CH:11]=1)[C:4]([O:6][CH3:7])=[O:5].[CH3:22]OC(OC)N(C)C. (2) Given the product [CH3:1][C:2]([N:10]1[CH:14]=[C:13]([NH:15][C:16](=[O:22])[CH:17]([NH:21][C:25](=[O:26])[CH:24]([OH:23])[C:28]([CH3:31])([CH3:30])[CH3:29])[CH2:18][CH2:19][CH3:20])[N:12]=[CH:11]1)([CH3:9])[CH2:3][N:4]1[CH2:8][CH2:7][CH2:6][CH2:5]1, predict the reactants needed to synthesize it. The reactants are: [CH3:1][C:2]([N:10]1[CH:14]=[C:13]([NH:15][C:16](=[O:22])[CH:17]([NH2:21])[CH2:18][CH2:19][CH3:20])[N:12]=[CH:11]1)([CH3:9])[CH2:3][N:4]1[CH2:8][CH2:7][CH2:6][CH2:5]1.[OH:23][C@@H:24]([C:28]([CH3:31])([CH3:30])[CH3:29])[C:25](O)=[O:26]. (3) Given the product [CH2:70]([C:74]1[N:75]([CH2:92][C:93]2[CH:98]=[CH:97][C:96]([C:99]3[CH:104]=[CH:103][CH:102]=[CH:101][C:100]=3[C:105]3[NH:109][N:108]=[N:107][N:106]=3)=[CH:95][CH:94]=2)[C:76]([C:80]([O:82][CH2:83][P:84]([O:89][CH2:90][CH3:91])([O:86][CH2:87][CH3:88])=[O:85])=[O:81])=[C:77]([Cl:79])[N:78]=1)[CH2:71][CH2:72][CH3:73], predict the reactants needed to synthesize it. The reactants are: C(C1N(CC2C=CC(C3C=CC=CC=3C3N(C(C4C=CC=CC=4)(C4C=CC=CC=4)C4C=CC=CC=4)N=NN=3)=CC=2)C(C(OCOP(OC)(O[C@H]2CO[C@@H]3[C@H](O[N+]([O-])=O)CO[C@H]23)=O)=O)=C(Cl)N=1)CCC.[CH2:70]([C:74]1[N:75]([CH2:92][C:93]2[CH:98]=[CH:97][C:96]([C:99]3[CH:104]=[CH:103][CH:102]=[CH:101][C:100]=3[C:105]3[N:109](C(C4C=CC=CC=4)(C4C=CC=CC=4)C4C=CC=CC=4)[N:108]=[N:107][N:106]=3)=[CH:95][CH:94]=2)[C:76]([C:80]([O:82][CH2:83][P:84]([O:89][CH2:90][CH3:91])([O:86][CH2:87][CH3:88])=[O:85])=[O:81])=[C:77]([Cl:79])[N:78]=1)[CH2:71][CH2:72][CH3:73]. (4) Given the product [O:16]1[C:17]2[CH:23]=[CH:22][CH:21]=[CH:20][C:18]=2[N:19]=[C:15]1[N:10]1[CH2:11][CH2:12][N:8]([C:3]2[CH:4]=[N:5][CH:6]=[CH:7][C:2]=2[CH3:1])[C:9]1=[O:13], predict the reactants needed to synthesize it. The reactants are: [CH3:1][C:2]1[CH:7]=[CH:6][N:5]=[CH:4][C:3]=1[N:8]1[CH2:12][CH2:11][NH:10][C:9]1=[O:13].Cl[C:15]1[O:16][C:17]2[CH:23]=[CH:22][CH:21]=[CH:20][C:18]=2[N:19]=1.N[C@@H]1CCCC[C@H]1N.C(=O)([O-])[O-].[K+].[K+].